Dataset: Forward reaction prediction with 1.9M reactions from USPTO patents (1976-2016). Task: Predict the product of the given reaction. (1) Given the reactants [CH3:1][N:2]1C=C(C(F)(F)F)[N:4]=[C:3]1[CH:11]1[CH2:16][CH2:15][O:14][CH2:13][CH2:12]1.[OH-].[Na+].Cl.C[CH2:21][O:22][C:23]([CH3:25])=[O:24], predict the reaction product. The product is: [O:14]1[CH2:15][CH2:16][CH:11]([C:3]2[NH:2][CH:1]=[C:25]([C:23]([O:22][CH3:21])=[O:24])[N:4]=2)[CH2:12][CH2:13]1. (2) Given the reactants [CH:1]12[C:9](=[C:10]([C:26]3[CH:31]=[CH:30][C:29]([OH:32])=[CH:28][CH:27]=3)[C:11]3[CH:16]=CC(/C=C/C(OC(C)(C)C)=O)=C[CH:12]=3)[CH:5]([CH2:6][CH2:7][CH2:8]1)CCC2.C(N(CC)[CH:37]([CH3:39])[CH3:38])(C)C.[CH3:42][C:43]([OH:47])([C:45]#[CH:46])[CH3:44].[NH4+].[Cl-], predict the reaction product. The product is: [OH:47][C:43]([CH3:44])([CH3:42])[C:45]#[C:46][C:7]1[CH:6]=[CH:5][C:9]([C:10](=[C:11]2[CH2:12][C:9]([CH3:10])([CH3:1])[CH2:5][C:37]([CH3:38])([CH3:39])[CH2:16]2)[C:26]2[CH:27]=[CH:28][C:29]([OH:32])=[CH:30][CH:31]=2)=[CH:1][CH:8]=1.